From a dataset of Reaction yield outcomes from USPTO patents with 853,638 reactions. Predict the reaction yield, written as a fraction of the theoretical maximum amount of product (1.0 means a 100% yield; for example, 0.34 means a 34% yield). (1) The reactants are [NH2:1][S:2]([C:5]1[CH:10]=[CH:9][C:8]([N:11]2[C:15]([CH3:16])=[CH:14][C:13]([C:17]([O:19][CH2:20][CH3:21])=[O:18])=[N:12]2)=[CH:7][CH:6]=1)(=[O:4])=[O:3].[Br:22]Br.C(=O)(O)[O-].[Na+]. No catalyst specified. The product is [NH2:1][S:2]([C:5]1[CH:6]=[CH:7][C:8]([N:11]2[C:15]([CH3:16])=[C:14]([Br:22])[C:13]([C:17]([O:19][CH2:20][CH3:21])=[O:18])=[N:12]2)=[CH:9][CH:10]=1)(=[O:3])=[O:4]. The yield is 0.940. (2) The reactants are [N:1]1[C:10]2[CH2:9][CH2:8][CH2:7][CH2:6][C:5]=2[CH:4]=[CH:3][CH:2]=1.C([Li])(C)(C)C.C[OH:17].OS(O)(=O)=O.C1[CH2:27][O:26][CH2:25]C1. No catalyst specified. The product is [C:25]([CH:9]1[C:10]2[N:1]=[CH:2][CH:3]=[CH:4][C:5]=2[CH2:6][CH2:7][CH2:8]1)([O:26][CH3:27])=[O:17]. The yield is 0.720. (3) The reactants are [CH3:1][O:2][C:3]1[N:8]=[C:7]([NH:9][CH2:10][C:11]2[CH:16]=[CH:15][C:14]([C:17]([F:20])([F:19])[F:18])=[CH:13][CH:12]=2)[CH:6]=[CH:5][C:4]=1[CH2:21][C:22]1[C:30]2[C:25](=[N:26][CH:27]=[CH:28][CH:29]=2)[N:24]([Si](C(C)C)(C(C)C)C(C)C)[CH:23]=1.O1CCCC1.[F-].C([N+](CCCC)(CCCC)CCCC)CCC. The catalyst is O. The product is [CH3:1][O:2][C:3]1[N:8]=[C:7]([NH:9][CH2:10][C:11]2[CH:16]=[CH:15][C:14]([C:17]([F:19])([F:20])[F:18])=[CH:13][CH:12]=2)[CH:6]=[CH:5][C:4]=1[CH2:21][C:22]1[C:30]2[C:25](=[N:26][CH:27]=[CH:28][CH:29]=2)[NH:24][CH:23]=1. The yield is 0.810. (4) The reactants are F[C:2]1[CH:7]=[CH:6][C:5]([N+:8]([O-:10])=[O:9])=[CH:4][CH:3]=1.[N:11]1([C:16]2[CH:21]=[CH:20][C:19]([OH:22])=[CH:18][CH:17]=2)[CH:15]=[N:14][CH:13]=[N:12]1.C(=O)([O-])[O-].[K+].[K+]. The catalyst is CN(C=O)C. The product is [N+:8]([C:5]1[CH:6]=[CH:7][C:2]([O:22][C:19]2[CH:18]=[CH:17][C:16]([N:11]3[CH:15]=[N:14][CH:13]=[N:12]3)=[CH:21][CH:20]=2)=[CH:3][CH:4]=1)([O-:10])=[O:9]. The yield is 0.370.